Dataset: Full USPTO retrosynthesis dataset with 1.9M reactions from patents (1976-2016). Task: Predict the reactants needed to synthesize the given product. (1) Given the product [CH2:1]([O:3][C:4](=[O:20])/[CH:5]=[C:6](/[O:8][C:9]1[CH:10]=[CH:11][C:12]([CH2:15][C:16]([OH:19])([CH3:18])[CH3:17])=[CH:13][CH:14]=1)\[CH2:7][Br:21])[CH3:2], predict the reactants needed to synthesize it. The reactants are: [CH2:1]([O:3][C:4](=[O:20])/[CH:5]=[C:6](/[O:8][C:9]1[CH:14]=[CH:13][C:12]([CH2:15][C:16]([OH:19])([CH3:18])[CH3:17])=[CH:11][CH:10]=1)\[CH3:7])[CH3:2].[Br:21]N1C(=O)CCC1=O.N(C(C)(CC(C)C)C#N)=NC(C)(CC(C)C)C#N. (2) Given the product [C:1]([NH:26][CH2:25][CH2:24][CH2:23][N:22]([CH3:27])[CH3:21])(=[O:20])[CH2:2][CH2:3][CH2:4][CH2:5][CH2:6][CH2:7][CH2:8][CH2:9][CH2:10][CH2:11][CH2:12][CH2:13][CH2:14][CH2:15][CH2:16][CH2:17][CH3:18], predict the reactants needed to synthesize it. The reactants are: [C:1]([OH:20])(=O)[CH2:2][CH2:3][CH2:4][CH2:5][CH2:6][CH2:7][CH2:8][CH2:9][CH2:10][CH2:11][CH2:12][CH2:13][CH2:14][CH2:15][CH2:16][CH2:17][CH3:18].[CH3:21][N:22]([CH3:27])[CH2:23][CH2:24][CH2:25][NH2:26]. (3) Given the product [CH2:16]([O:15][C:8]1[CH:9]=[C:10]([CH:13]=[O:14])[CH:11]=[CH:12][C:7]=1[C:24]1[CH:25]=[CH:26][C:27]([F:29])=[CH:28][C:23]=1[O:22][CH2:20][CH3:21])[CH3:17], predict the reactants needed to synthesize it. The reactants are: FC(F)(F)S(O[C:7]1[CH:12]=[CH:11][C:10]([CH:13]=[O:14])=[CH:9][C:8]=1[O:15][CH2:16][CH3:17])(=O)=O.[CH2:20]([O:22][C:23]1[CH:28]=[C:27]([F:29])[CH:26]=[CH:25][C:24]=1B(O)O)[CH3:21]. (4) Given the product [NH2:1][C:2]1[CH:3]=[C:4]([CH:8]2[C:17]([CH3:18])([CH3:19])[CH2:16][C:15]3[C:10](=[CH:11][CH:12]=[C:13]([C:20]([OH:22])=[O:21])[CH:14]=3)[NH:9]2)[CH:5]=[CH:6][CH:7]=1, predict the reactants needed to synthesize it. The reactants are: [NH2:1][C:2]1[CH:3]=[C:4]([CH:8]2[C:17]([CH3:19])([CH3:18])[CH2:16][C:15]3[C:10](=[CH:11][CH:12]=[C:13]([C:20]([O:22]C)=[O:21])[CH:14]=3)[NH:9]2)[CH:5]=[CH:6][CH:7]=1.[OH-].[Na+].C(OCC)(=O)C. (5) Given the product [C:1]([O:20][CH:21]=[CH2:22])(=[O:19])[CH2:2][CH2:3][CH2:4][CH2:5][CH2:6][CH2:7][CH2:8][CH2:9][CH2:10][CH2:11][CH2:12][CH2:13][CH2:14][CH2:15][CH2:16][CH2:17][CH3:18].[F:23][C:24]([F:28])=[C:25]([F:27])[F:26], predict the reactants needed to synthesize it. The reactants are: [C:1]([O:20][CH:21]=[CH2:22])(=[O:19])[CH2:2][CH2:3][CH2:4][CH2:5][CH2:6][CH2:7][CH2:8][CH2:9][CH2:10][CH2:11][CH2:12][CH2:13][CH2:14][CH2:15][CH2:16][CH2:17][CH3:18].[F:23][C:24]([F:28])=[C:25]([F:27])[F:26]. (6) Given the product [CH3:1][O:2][C:3](=[O:25])[CH2:4][CH2:5][CH2:6][CH2:7][CH2:8][CH2:9][CH2:10][NH:11][C:12]([N:14]([CH3:26])[S:15]([C:18]1[CH:19]=[CH:20][C:21]([CH3:24])=[CH:22][CH:23]=1)(=[O:17])=[O:16])=[O:13], predict the reactants needed to synthesize it. The reactants are: [CH3:1][O:2][C:3](=[O:25])[CH2:4][CH2:5][CH2:6][CH2:7][CH2:8][CH2:9][CH2:10][NH:11][C:12]([NH:14][S:15]([C:18]1[CH:23]=[CH:22][C:21]([CH3:24])=[CH:20][CH:19]=1)(=[O:17])=[O:16])=[O:13].[C:26]([O-])([O-])=O.[K+].[K+].C(#N)C.CI. (7) Given the product [F:1][C:2]1[C:3](/[C:15](/[C:17]2[CH:22]=[CH:21][C:20]([F:23])=[CH:19][CH:18]=2)=[N:25]\[OH:26])=[N:4][CH:5]=[CH:6][C:7]=1[C:8]1[C:9]([OH:14])=[N:10][CH:11]=[N:12][CH:13]=1, predict the reactants needed to synthesize it. The reactants are: [F:1][C:2]1[C:3]([C:15]([C:17]2[CH:22]=[CH:21][C:20]([F:23])=[CH:19][CH:18]=2)=O)=[N:4][CH:5]=[CH:6][C:7]=1[C:8]1[C:9]([OH:14])=[N:10][CH:11]=[N:12][CH:13]=1.Cl.[NH2:25][OH:26].